From a dataset of NCI-60 drug combinations with 297,098 pairs across 59 cell lines. Regression. Given two drug SMILES strings and cell line genomic features, predict the synergy score measuring deviation from expected non-interaction effect. (1) Drug 1: C1=NC2=C(N=C(N=C2N1C3C(C(C(O3)CO)O)O)F)N. Cell line: SF-268. Synergy scores: CSS=6.27, Synergy_ZIP=-1.73, Synergy_Bliss=4.89, Synergy_Loewe=-16.7, Synergy_HSA=-1.03. Drug 2: CC1C(C(CC(O1)OC2CC(CC3=C2C(=C4C(=C3O)C(=O)C5=C(C4=O)C(=CC=C5)OC)O)(C(=O)CO)O)N)O.Cl. (2) Drug 1: C1=CC(=CC=C1CCCC(=O)O)N(CCCl)CCCl. Drug 2: CN(C(=O)NC(C=O)C(C(C(CO)O)O)O)N=O. Cell line: MDA-MB-435. Synergy scores: CSS=-6.17, Synergy_ZIP=-2.48, Synergy_Bliss=-12.1, Synergy_Loewe=-12.3, Synergy_HSA=-11.5. (3) Drug 2: C1=NC2=C(N=C(N=C2N1C3C(C(C(O3)CO)O)F)Cl)N. Drug 1: COC1=C(C=C2C(=C1)N=CN=C2NC3=CC(=C(C=C3)F)Cl)OCCCN4CCOCC4. Synergy scores: CSS=11.4, Synergy_ZIP=-2.36, Synergy_Bliss=3.83, Synergy_Loewe=3.86, Synergy_HSA=4.04. Cell line: SF-295. (4) Drug 1: C1=C(C(=O)NC(=O)N1)F. Drug 2: C1=NNC2=C1C(=O)NC=N2. Cell line: MDA-MB-435. Synergy scores: CSS=24.3, Synergy_ZIP=1.87, Synergy_Bliss=0.249, Synergy_Loewe=-12.3, Synergy_HSA=-0.693. (5) Drug 1: C1CC(=O)NC(=O)C1N2CC3=C(C2=O)C=CC=C3N. Drug 2: C1=NC2=C(N=C(N=C2N1C3C(C(C(O3)CO)O)O)F)N. Cell line: SF-539. Synergy scores: CSS=6.05, Synergy_ZIP=-1.71, Synergy_Bliss=0.382, Synergy_Loewe=0.434, Synergy_HSA=0.668. (6) Drug 1: CCCS(=O)(=O)NC1=C(C(=C(C=C1)F)C(=O)C2=CNC3=C2C=C(C=N3)C4=CC=C(C=C4)Cl)F. Drug 2: N.N.Cl[Pt+2]Cl. Cell line: HL-60(TB). Synergy scores: CSS=-3.60, Synergy_ZIP=8.79, Synergy_Bliss=7.31, Synergy_Loewe=-6.44, Synergy_HSA=-5.87. (7) Drug 1: C1=CC=C(C(=C1)C(C2=CC=C(C=C2)Cl)C(Cl)Cl)Cl. Drug 2: COC1=C2C(=CC3=C1OC=C3)C=CC(=O)O2. Cell line: U251. Synergy scores: CSS=4.65, Synergy_ZIP=-0.430, Synergy_Bliss=2.36, Synergy_Loewe=0.393, Synergy_HSA=1.20. (8) Drug 1: CN(C)C1=NC(=NC(=N1)N(C)C)N(C)C. Drug 2: CC1=C(C=C(C=C1)C(=O)NC2=CC(=CC(=C2)C(F)(F)F)N3C=C(N=C3)C)NC4=NC=CC(=N4)C5=CN=CC=C5. Cell line: SF-295. Synergy scores: CSS=2.90, Synergy_ZIP=-2.24, Synergy_Bliss=-2.71, Synergy_Loewe=-0.668, Synergy_HSA=-1.08. (9) Drug 1: C1=CC(=CC=C1C#N)C(C2=CC=C(C=C2)C#N)N3C=NC=N3. Drug 2: C1=NC2=C(N1)C(=S)N=CN2. Cell line: SK-MEL-28. Synergy scores: CSS=6.58, Synergy_ZIP=-2.66, Synergy_Bliss=-2.35, Synergy_Loewe=-0.904, Synergy_HSA=-1.15. (10) Drug 1: CCCCCOC(=O)NC1=NC(=O)N(C=C1F)C2C(C(C(O2)C)O)O. Drug 2: C1=CC=C(C=C1)NC(=O)CCCCCCC(=O)NO. Cell line: HT29. Synergy scores: CSS=-0.821, Synergy_ZIP=-0.362, Synergy_Bliss=1.63, Synergy_Loewe=-11.8, Synergy_HSA=-4.44.